Dataset: Forward reaction prediction with 1.9M reactions from USPTO patents (1976-2016). Task: Predict the product of the given reaction. (1) Given the reactants [CH:1]1([NH:6][C:7]2[N:12]=[C:11]([C:13]3[C:14]([CH2:25][CH:26]([CH3:28])[CH3:27])=[N:15][N:16]4[C:21](S(C)=O)=[CH:20][CH:19]=[CH:18][C:17]=34)[CH:10]=[CH:9][N:8]=2)[CH2:5][CH2:4][CH2:3][CH2:2]1, predict the reaction product. The product is: [CH:1]1([NH:6][C:21]2[N:16]3[N:15]=[C:14]([CH2:25][CH:26]([CH3:28])[CH3:27])[C:13]([C:11]4[CH:10]=[CH:9][N:8]=[C:7]([NH:6][CH:1]5[CH2:5][CH2:4][CH2:3][CH2:2]5)[N:12]=4)=[C:17]3[CH:18]=[CH:19][CH:20]=2)[CH2:5][CH2:4][CH2:3][CH2:2]1. (2) Given the reactants [CH2:1]([N:4]([CH2:6][CH2:7][CH2:8][CH2:9][CH2:10][C:11]1[CH:12]=[C:13]2[C:17](=[CH:18][CH:19]=1)[NH:16][CH:15]=[CH:14]2)[CH3:5])[CH:2]=[CH2:3].F[C:21]1[CH:26]=[CH:25][CH:24]=[CH:23][C:22]=1[C:27]1[CH:32]=[CH:31][CH:30]=[CH:29][CH:28]=1, predict the reaction product. The product is: [CH2:1]([N:4]([CH2:6][CH2:7][CH2:8][CH2:9][CH2:10][C:11]1[CH:12]=[C:13]2[C:17](=[CH:18][CH:19]=1)[N:16]([C:32]1[CH:31]=[CH:30][CH:29]=[CH:28][C:27]=1[C:22]1[CH:21]=[CH:26][CH:25]=[CH:24][CH:23]=1)[CH:15]=[CH:14]2)[CH3:5])[CH:2]=[CH2:3]. (3) The product is: [F:1][C:2]1[CH:3]=[C:4]([F:14])[C:5]2[S:9][C:8]([C:10]([N:17]([O:18][CH3:19])[CH3:16])=[O:11])=[CH:7][C:6]=2[CH:13]=1. Given the reactants [F:1][C:2]1[CH:3]=[C:4]([F:14])[C:5]2[S:9][C:8]([C:10](O)=[O:11])=[CH:7][C:6]=2[CH:13]=1.Cl.[CH3:16][NH:17][O:18][CH3:19].Cl.C(N=C=NCCCN(C)C)C.ON1C2C=CC=CC=2N=N1.C(N(CC)CC)C.Cl, predict the reaction product. (4) Given the reactants CC([N:5]([C:9]1[CH:14]=[CH:13][C:12]([C:15]2[S:16][CH:17]=[CH:18][CH:19]=2)=[CH:11][C:10]=1[NH:20][C:21]([C:23]1[CH:28]=[CH:27][C:26]([CH2:29][NH:30][C:31](=[O:39])[CH2:32][C:33]2[CH:34]=[N:35][CH:36]=[CH:37][CH:38]=2)=[CH:25][CH:24]=1)=[O:22])C(=O)[O-])(C)C.C([O-])(O)=O.[Na+].C(Cl)Cl, predict the reaction product. The product is: [NH2:5][C:9]1[CH:14]=[CH:13][C:12]([C:15]2[S:16][CH:17]=[CH:18][CH:19]=2)=[CH:11][C:10]=1[NH:20][C:21](=[O:22])[C:23]1[CH:24]=[CH:25][C:26]([CH2:29][NH:30][C:31](=[O:39])[CH2:32][C:33]2[CH:34]=[N:35][CH:36]=[CH:37][CH:38]=2)=[CH:27][CH:28]=1. (5) Given the reactants C([NH:4][C@H:5]([C:10]([OH:12])=[O:11])[C:6]([CH3:9])([CH3:8])[CH3:7])(=O)C.C1C=C2C(C(O)(O)C(=O)C2=CC=1)=O, predict the reaction product. The product is: [NH2:4][C@H:5]([C:10]([OH:12])=[O:11])[C:6]([CH3:9])([CH3:8])[CH3:7].